This data is from Merck oncology drug combination screen with 23,052 pairs across 39 cell lines. The task is: Regression. Given two drug SMILES strings and cell line genomic features, predict the synergy score measuring deviation from expected non-interaction effect. (1) Drug 2: Cn1c(=O)n(-c2ccc(C(C)(C)C#N)cc2)c2c3cc(-c4cnc5ccccc5c4)ccc3ncc21. Synergy scores: synergy=72.7. Cell line: MSTO. Drug 1: CC(C)CC(NC(=O)C(Cc1ccccc1)NC(=O)c1cnccn1)B(O)O. (2) Drug 1: COC12C(COC(N)=O)C3=C(C(=O)C(C)=C(N)C3=O)N1CC1NC12. Drug 2: Cn1c(=O)n(-c2ccc(C(C)(C)C#N)cc2)c2c3cc(-c4cnc5ccccc5c4)ccc3ncc21. Cell line: LOVO. Synergy scores: synergy=19.9. (3) Drug 1: CN(C)C(=N)N=C(N)N. Drug 2: O=C(CCCCCCC(=O)Nc1ccccc1)NO. Cell line: COLO320DM. Synergy scores: synergy=9.74. (4) Drug 1: O=c1[nH]cc(F)c(=O)[nH]1. Drug 2: Cn1c(=O)n(-c2ccc(C(C)(C)C#N)cc2)c2c3cc(-c4cnc5ccccc5c4)ccc3ncc21. Cell line: SKMEL30. Synergy scores: synergy=-73.1. (5) Synergy scores: synergy=11.1. Cell line: A375. Drug 1: N.N.O=C(O)C1(C(=O)O)CCC1.[Pt]. Drug 2: C#Cc1cccc(Nc2ncnc3cc(OCCOC)c(OCCOC)cc23)c1. (6) Drug 1: COC12C(COC(N)=O)C3=C(C(=O)C(C)=C(N)C3=O)N1CC1NC12. Drug 2: COC1CC2CCC(C)C(O)(O2)C(=O)C(=O)N2CCCCC2C(=O)OC(C(C)CC2CCC(OP(C)(C)=O)C(OC)C2)CC(=O)C(C)C=C(C)C(O)C(OC)C(=O)C(C)CC(C)C=CC=CC=C1C. Cell line: LNCAP. Synergy scores: synergy=17.7.